Dataset: Retrosynthesis with 50K atom-mapped reactions and 10 reaction types from USPTO. Task: Predict the reactants needed to synthesize the given product. (1) The reactants are: O=C(O)c1ccc(Br)cc1[N+](=O)[O-].O=C([O-])[O-]. Given the product COC(=O)c1ccc(Br)cc1[N+](=O)[O-], predict the reactants needed to synthesize it. (2) The reactants are: COc1ccc(CBr)cc1.O=c1[nH]c2ccccc2c2cc(CO)nn12. Given the product COc1ccc(Cn2c(=O)n3nc(CO)cc3c3ccccc32)cc1, predict the reactants needed to synthesize it. (3) Given the product CCOP(=O)(OCC)C(F)(F)c1ccc(CSCc2ccc(-c3cccnc3)cc2)cc1Br, predict the reactants needed to synthesize it. The reactants are: CCOP(=O)(OCC)C(F)(F)c1ccc(CSCc2ccc(Br)cc2)cc1Br.c1cncc(B2OCCCO2)c1. (4) Given the product O=Cc1ccc(OC2CN(C(=O)c3nnc(-c4ccccc4)o3)C2)cc1, predict the reactants needed to synthesize it. The reactants are: CS(=O)(=O)OC1CN(C(=O)c2nnc(-c3ccccc3)o2)C1.O=Cc1ccc(O)cc1.